This data is from Reaction yield outcomes from USPTO patents with 853,638 reactions. The task is: Predict the reaction yield, written as a fraction of the theoretical maximum amount of product (1.0 means a 100% yield; for example, 0.34 means a 34% yield). The reactants are [Br:1][C:2]1[CH:7]=[CH:6][CH:5]=[C:4]([N+:8]([O-])=O)[C:3]=1[NH:11][C:12]1[CH:17]=[CH:16][CH:15]=[CH:14][CH:13]=1.Cl[Sn]Cl.O. The catalyst is CCOC(C)=O.C([O-])(O)=O.[Na+]. The product is [Br:1][C:2]1[CH:7]=[CH:6][CH:5]=[C:4]([NH2:8])[C:3]=1[NH:11][C:12]1[CH:13]=[CH:14][CH:15]=[CH:16][CH:17]=1. The yield is 0.770.